Dataset: B-cell epitopes from IEDB database with 3,159 antigens for binding position prediction. Task: Token-level Classification. Given an antigen amino acid sequence, predict which amino acid positions are active epitope sites capable of antibody binding. Output is a list of indices for active positions. Given the antigen sequence: MTRRRVLSVVVLLAALACRLGAQTPEQPAPPATTVQPTATRQQTSFPFRVCELSSHGDLFRFSSDIQCPSFGTRENHTEGLLMVFKDNIIPYSFKVRSYTKIVTNILIYNGWYADSVTNRHEEKFSVDSYETDQMDTIYQCYNAVKMTKDGLTRVYVDRDGVNITVNLKPTGGLANGVRRYASQTELYDAPGWLIWTYRTRTTVNCLITDMMAKSNSPFDFFVTTTGQTVEMSPFYDGKNKETFHERADSFHVRTNYKIVDYDNRGTNPQGERRAFLDKGTYTLSWKLENRTAYCPLQHWQTFDSTIATETGKSIHFVTDEGTSSFVTNTTVGIELPDAFKCIEEQVNKTMHEKYEAVQDRYTKGQEAITYFITSGGLLLAWLPLTPRSLATVKNLTELTTPTSSPPSSPSPPAPPAARGSTSAAVLRRRRRDAGNATTPVPPAAPGKSLGTLNNPATVQIQFAYDSLRRQINRMLGDLARAWCLEQKRQNMVLRELTKI..., which amino acid positions are active epitope sites? The epitope positions are: [721, 722, 723, 724, 725, 726, 727, 728, 729, 730, 731, 732, 733, 734, 735]. The amino acids at these positions are: VSGFISFFKNPFGGM.